Dataset: Full USPTO retrosynthesis dataset with 1.9M reactions from patents (1976-2016). Task: Predict the reactants needed to synthesize the given product. (1) Given the product [NH2:67][CH:64]([CH2:63][CH2:62][S:61][CH3:60])[CH2:65][NH:66][C:17]([C:13]1[N:8]2[CH:9]=[C:10]([CH3:12])[CH:11]=[C:6]([O:5][CH2:4][C:3]3[C:2]([F:1])=[CH:23][CH:22]=[CH:21][C:20]=3[F:24])[C:7]2=[N:15][C:14]=1[CH3:16])=[O:18], predict the reactants needed to synthesize it. The reactants are: [F:1][C:2]1[CH:23]=[CH:22][CH:21]=[C:20]([F:24])[C:3]=1[CH2:4][O:5][C:6]1[C:7]2[N:8]([C:13]([C:17](O)=[O:18])=[C:14]([CH3:16])[N:15]=2)[CH:9]=[C:10]([CH3:12])[CH:11]=1.CN(C(ON1N=NC2C=CC=NC1=2)=[N+](C)C)C.F[P-](F)(F)(F)(F)F.C(N(CC)C(C)C)(C)C.Cl.Cl.[CH3:60][S:61][CH2:62][CH2:63][CH:64]([NH2:67])[CH2:65][NH2:66].O.C(O)(C(F)(F)F)=O.C(#N)C. (2) The reactants are: [C:1]([O:5][C:6]([N:8]1[CH2:13][CH2:12][CH:11]([O:14][C:15]2[C:16](C(O)=O)=[N:17][N:18]([C:22]3[CH:27]=[CH:26][C:25]([Cl:28])=[C:24]([Cl:29])[CH:23]=3)[C:19](=[O:21])[CH:20]=2)[CH2:10][CH2:9]1)=[O:7])([CH3:4])([CH3:3])[CH3:2].P([N:49]=[N+]=[N-])(=O)(OC1C=CC=CC=1)OC1C=CC=CC=1.C[Si](C)(C)CCO. Given the product [NH2:49][C:16]1[C:15]([O:14][CH:11]2[CH2:12][CH2:13][N:8]([C:6]([O:5][C:1]([CH3:2])([CH3:3])[CH3:4])=[O:7])[CH2:9][CH2:10]2)=[CH:20][C:19](=[O:21])[N:18]([C:22]2[CH:27]=[CH:26][C:25]([Cl:28])=[C:24]([Cl:29])[CH:23]=2)[N:17]=1, predict the reactants needed to synthesize it. (3) The reactants are: Cl[C:2]1[C:11]2[C:6](=[CH:7][C:8]([O:14][CH3:15])=[C:9]([O:12][CH3:13])[CH:10]=2)[N:5]=[CH:4][CH:3]=1.[OH2:16].Cl[C:18]1[CH:23]=[CH:22][CH:21]=[CH:20][C:19]=1Cl. Given the product [CH3:13][O:12][C:9]1[CH:10]=[C:11]2[C:6](=[CH:7][C:8]=1[O:14][CH3:15])[N:5]=[CH:4][CH:3]=[C:2]2[O:16][C:18]1[C:19]2[C:20](=[CH:11][CH:2]=[CH:3][CH:4]=2)[CH:21]=[CH:22][CH:23]=1, predict the reactants needed to synthesize it.